From a dataset of Full USPTO retrosynthesis dataset with 1.9M reactions from patents (1976-2016). Predict the reactants needed to synthesize the given product. (1) The reactants are: C([SiH](CC)CC)C.Cl[C:9]1[CH:18]=[C:17]([C:19]([F:22])([F:21])[F:20])[C:16]2[C:11](=[CH:12][CH:13]=[CH:14][CH:15]=2)[N:10]=1. Given the product [F:22][C:19]([F:20])([F:21])[C:17]1[C:16]2[C:11](=[CH:12][CH:13]=[CH:14][CH:15]=2)[N:10]=[CH:9][CH:18]=1, predict the reactants needed to synthesize it. (2) Given the product [O:26]1[CH2:27][CH2:28][C@H:24]([N:14]2[C:15]3[CH2:20][CH2:19][N:18]([C:21](=[O:23])[CH3:22])[CH2:17][C:16]=3[C:12]([N:8]3[C:9]4[C:4](=[CH:3][CH:2]=[C:11]([O:39][C:38]([F:51])([F:50])[F:37])[CH:10]=4)[CH2:5][CH2:6][CH2:7]3)=[N:13]2)[CH2:25]1, predict the reactants needed to synthesize it. The reactants are: Br[C:2]1[CH:3]=[C:4]2[C:9](=[CH:10][CH:11]=1)[N:8]([C:12]1[C:16]3[CH2:17][N:18]([C:21](=[O:23])[CH3:22])[CH2:19][CH2:20][C:15]=3[N:14]([C@H:24]3[CH2:28][CH2:27][O:26][CH2:25]3)[N:13]=1)[CH2:7][CH:6](O[Si](C(C)(C)C)(C)C)[CH2:5]2.[F:37][C:38]([F:51])([F:50])[O:39]C1C=C2C(CCCN2)=CC=1.C(O[Na])(C)(C)C.COC(C)(C)C.C1(P(C2CCCCC2)C2C=CC=CC=2C2C(OC(C)C)=CC=CC=2OC(C)C)CCCCC1. (3) Given the product [CH3:1][O:2][C:3](=[O:34])[CH2:4][C@H:5]1[C:9]2[CH:10]=[CH:11][C:12]([O:14][C@H:15]3[C:23]4[C:18](=[C:19]([O:25][C:26]5[CH:31]=[CH:30][C:29]([O:32][CH:38]6[CH2:39][CH2:40][O:35][CH2:36][CH2:37]6)=[CH:28][C:27]=5[F:33])[CH:20]=[CH:21][C:22]=4[F:24])[CH2:17][CH2:16]3)=[CH:13][C:8]=2[O:7][CH2:6]1, predict the reactants needed to synthesize it. The reactants are: [CH3:1][O:2][C:3](=[O:34])[CH2:4][C@H:5]1[C:9]2[CH:10]=[CH:11][C:12]([O:14][C@H:15]3[C:23]4[C:18](=[C:19]([O:25][C:26]5[CH:31]=[CH:30][C:29]([OH:32])=[CH:28][C:27]=5[F:33])[CH:20]=[CH:21][C:22]=4[F:24])[CH2:17][CH2:16]3)=[CH:13][C:8]=2[O:7][CH2:6]1.[O:35]1[CH2:40][CH2:39][CH:38](O)[CH2:37][CH2:36]1.FC1C=C(B(O)O)C=C(F)C=1C1C=NN(CC(O)(C)C)C=1.